Task: Regression/Classification. Given a drug SMILES string, predict its absorption, distribution, metabolism, or excretion properties. Task type varies by dataset: regression for continuous measurements (e.g., permeability, clearance, half-life) or binary classification for categorical outcomes (e.g., BBB penetration, CYP inhibition). Dataset: cyp3a4_veith.. Dataset: CYP3A4 inhibition data for predicting drug metabolism from PubChem BioAssay (1) The drug is c1ccc2cc(-c3csnn3)ccc2c1. The result is 0 (non-inhibitor). (2) The drug is CCCNc1ncnc2[nH]ncc12. The result is 0 (non-inhibitor). (3) The drug is Cc1ccc(NC(=O)/C(=C\c2ccc3c(c2)OCO3)NC(=O)c2ccco2)cc1. The result is 1 (inhibitor). (4) The molecule is CCC(=O)c1ccc(OCC(O)CN2CCCCC2)cc1.Cl. The result is 0 (non-inhibitor).